From a dataset of hERG potassium channel inhibition data for cardiac toxicity prediction from Karim et al.. Regression/Classification. Given a drug SMILES string, predict its toxicity properties. Task type varies by dataset: regression for continuous values (e.g., LD50, hERG inhibition percentage) or binary classification for toxic/non-toxic outcomes (e.g., AMES mutagenicity, cardiotoxicity, hepatotoxicity). Dataset: herg_karim. (1) The result is 1 (blocker). The drug is COc1ccccc1Oc1cccc(CN2CCC(NC(=O)C3(c4ccccc4)CCNCC3)CC2)c1. (2) The compound is CC(=O)NCC(NC(=O)C1(N)CCN(c2ncnc3[nH]ccc23)CC1)c1ccc(Cl)cc1. The result is 0 (non-blocker). (3) The drug is C[C@@H]1CN(C(=O)OC2(C(F)(F)F)COC2)CCN1c1ncc(OCc2ccc(OS(C)(=O)=O)cc2F)cn1. The result is 0 (non-blocker). (4) The drug is COc1ccc(CCN2C(=O)N(NS(=O)(=O)CC#N)C[C@@H]2c2ccc(OC)cc2)cc1. The result is 0 (non-blocker).